From a dataset of Full USPTO retrosynthesis dataset with 1.9M reactions from patents (1976-2016). Predict the reactants needed to synthesize the given product. (1) Given the product [F:1][C:2]1[CH:7]=[C:6]([C:12]2[CH:17]=[CH:16][CH:15]=[CH:14][C:13]=2[C:18]([N:20]2[C@H:21]3[CH2:27][C@H:24]([CH2:23][C@H:22]3[O:28][C:29]3[CH:34]=[CH:33][C:32]([C:35]([F:38])([F:36])[F:37])=[CH:31][N:30]=3)[C@H:25]2[CH3:26])=[O:19])[CH:5]=[CH:4][N:3]=1, predict the reactants needed to synthesize it. The reactants are: [F:1][C:2]1[CH:7]=[C:6](B(O)O)[CH:5]=[CH:4][N:3]=1.I[C:12]1[CH:17]=[CH:16][CH:15]=[CH:14][C:13]=1[C:18]([N:20]1[C@H:25]([CH3:26])[C@@H:24]2[CH2:27][C@H:21]1[C@H:22]([O:28][C:29]1[CH:34]=[CH:33][C:32]([C:35]([F:38])([F:37])[F:36])=[CH:31][N:30]=1)[CH2:23]2)=[O:19]. (2) Given the product [CH3:1][C:2]1([CH3:16])[CH:11]=[CH:10][C:9]2[C:4](=[C:5]([C:12]([OH:14])=[O:13])[CH:6]=[CH:7][CH:8]=2)[NH:3]1, predict the reactants needed to synthesize it. The reactants are: [CH3:1][C:2]1([CH3:16])[CH:11]=[CH:10][C:9]2[C:4](=[C:5]([C:12]([O:14]C)=[O:13])[CH:6]=[CH:7][CH:8]=2)[NH:3]1.[OH-].[Na+].Cl. (3) Given the product [C:19]([C:18]1[CH:21]=[C:14]([NH:13][C:6]([C:5]2[S:1][C:2]3[CH:12]=[CH:11][CH:10]=[CH:9][C:3]=3[CH:4]=2)=[O:8])[CH:15]=[CH:16][C:17]=1[N:22]1[CH2:23][CH2:24][N:25]([CH2:28][CH2:29][OH:30])[CH2:26][CH2:27]1)#[N:20], predict the reactants needed to synthesize it. The reactants are: [S:1]1[C:5]([C:6]([OH:8])=O)=[CH:4][C:3]2[CH:9]=[CH:10][CH:11]=[CH:12][C:2]1=2.[NH2:13][C:14]1[CH:15]=[CH:16][C:17]([N:22]2[CH2:27][CH2:26][N:25]([CH2:28][CH2:29][OH:30])[CH2:24][CH2:23]2)=[C:18]([CH:21]=1)[C:19]#[N:20]. (4) The reactants are: [C:1]([C:4]1[CH:5]=[CH:6][C:7]([CH3:26])=[C:8]([C:10]2[N:15]=[C:14]3[N:16]([CH3:25])[C:17](=[O:24])[N:18]([CH2:19][C:20]([CH3:23])([CH3:22])[CH3:21])[C:13]3=[CH:12][CH:11]=2)[CH:9]=1)(=[O:3])[CH3:2].[BH4-].[Na+]. Given the product [CH3:22][C:20]([CH3:21])([CH3:23])[CH2:19][N:18]1[C:13]2[C:14](=[N:15][C:10]([C:8]3[CH:9]=[C:4]([C@@H:1]([OH:3])[CH3:2])[CH:5]=[CH:6][C:7]=3[CH3:26])=[CH:11][CH:12]=2)[N:16]([CH3:25])[C:17]1=[O:24], predict the reactants needed to synthesize it. (5) Given the product [Cl:1][C:2]1[CH:12]=[C:11]([NH:13][C@H:14]2[CH2:18][CH2:17][CH:16]([F:26])[CH2:15]2)[C:5]([C:6]([O:8][CH2:9][CH3:10])=[O:7])=[CH:4][N:3]=1, predict the reactants needed to synthesize it. The reactants are: [Cl:1][C:2]1[CH:12]=[C:11]([NH:13][CH:14]2[CH2:18][CH2:17][CH:16](O)[CH2:15]2)[C:5]([C:6]([O:8][CH2:9][CH3:10])=[O:7])=[CH:4][N:3]=1.CCN(S(F)(F)[F:26])CC.ClC1C=C(N[C@@H]2CCCC2F)C(C(OCC)=O)=CN=1.N[C@H](C(O)=O)CC1C=CC=CC=1. (6) Given the product [NH:1]([C:11]([O:13][CH2:14][C:15]1[CH:20]=[CH:19][CH:18]=[CH:17][CH:16]=1)=[O:12])[CH2:2][C:3]([NH:5][CH2:6][C:7]([OH:9])=[O:8])=[O:4], predict the reactants needed to synthesize it. The reactants are: [NH:1]([C:11]([O:13][CH2:14][C:15]1[CH:20]=[CH:19][CH:18]=[CH:17][CH:16]=1)=[O:12])[CH2:2][C:3]([NH:5][CH2:6][C:7]([O:9]C)=[O:8])=[O:4].[OH-].[Na+]. (7) The reactants are: [Cl:1][C:2]1[C:3]([O:12][C:13]2[CH:18]=[C:17]([O:19][CH2:20][CH:21]([OH:27])[CH2:22][O:23][CH:24]([CH3:26])[CH3:25])[CH:16]=[CH:15][C:14]=2/[CH:28]=[CH:29]/[C:30]([OH:32])=[O:31])=[N:4][CH:5]=[C:6]([C:8]([F:11])([F:10])[F:9])[CH:7]=1.[C:33](OC(=O)C)(=[O:35])[CH3:34]. Given the product [C:33]([O:27][CH:21]([CH2:22][O:23][CH:24]([CH3:25])[CH3:26])[CH2:20][O:19][C:17]1[CH:16]=[CH:15][C:14](/[CH:28]=[CH:29]/[C:30]([OH:32])=[O:31])=[C:13]([O:12][C:3]2[C:2]([Cl:1])=[CH:7][C:6]([C:8]([F:10])([F:9])[F:11])=[CH:5][N:4]=2)[CH:18]=1)(=[O:35])[CH3:34], predict the reactants needed to synthesize it.